This data is from Forward reaction prediction with 1.9M reactions from USPTO patents (1976-2016). The task is: Predict the product of the given reaction. (1) Given the reactants [Cl:1][C:2]1[CH:3]=[N:4][N:5]([CH3:42])[C:6]=1[C:7]1[CH:8]=[C:9]([C:15]([NH:17][C@@H:18]([CH2:31][C:32]2[CH:37]=[CH:36][CH:35]=[CH:34][C:33]=2[C:38]([F:41])([F:40])[F:39])[CH2:19][N:20]2C(=O)C3C(=CC=CC=3)C2=O)=[O:16])[S:10][C:11]=1[CH2:12][CH2:13][CH3:14].NN, predict the reaction product. The product is: [NH2:20][CH2:19][C@@H:18]([NH:17][C:15]([C:9]1[S:10][C:11]([CH2:12][CH2:13][CH3:14])=[C:7]([C:6]2[N:5]([CH3:42])[N:4]=[CH:3][C:2]=2[Cl:1])[CH:8]=1)=[O:16])[CH2:31][C:32]1[CH:37]=[CH:36][CH:35]=[CH:34][C:33]=1[C:38]([F:41])([F:40])[F:39]. (2) Given the reactants [ClH:1].[NH:2]1[C:6]2[CH:7]=[CH:8][CH:9]=[CH:10][C:5]=2[N:4]=[C:3]1[C@H:11]([NH2:21])[CH2:12][C:13]1[CH:18]=[CH:17][C:16]([O:19][CH3:20])=[CH:15][CH:14]=1.[CH2:22]([O:24][C:25]1[CH:30]=[CH:29][CH:28]=[CH:27][C:26]=1[CH2:31][NH2:32])[CH3:23].[C:33](O)(C(F)(F)F)=[O:34], predict the reaction product. The product is: [ClH:1].[NH:2]1[C:6]2[CH:7]=[CH:8][CH:9]=[CH:10][C:5]=2[N:4]=[C:3]1[C@H:11]([NH:21][C:33]([NH:32][CH2:31][C:26]1[CH:27]=[CH:28][CH:29]=[CH:30][C:25]=1[O:24][CH2:22][CH3:23])=[O:34])[CH2:12][C:13]1[CH:18]=[CH:17][C:16]([O:19][CH3:20])=[CH:15][CH:14]=1. (3) The product is: [OH:28][C:26]1[CH:25]=[CH:24][N:23]=[C:22]([NH:21][C:18]([C:11]2[C:12]3[CH2:13][C@H:14]4[CH2:17][C@H:15]4[C:16]=3[N:9]([C:3]3[CH:4]=[CH:5][C:6]([F:8])=[CH:7][C:2]=3[F:1])[N:10]=2)=[O:19])[CH:27]=1. Given the reactants [F:1][C:2]1[CH:7]=[C:6]([F:8])[CH:5]=[CH:4][C:3]=1[N:9]1[C:16]2[C@@H:15]3[CH2:17][C@@H:14]3[CH2:13][C:12]=2[C:11]([C:18](O)=[O:19])=[N:10]1.[NH2:21][C:22]1[CH:27]=[C:26]([OH:28])[CH:25]=[CH:24][N:23]=1, predict the reaction product.